This data is from Forward reaction prediction with 1.9M reactions from USPTO patents (1976-2016). The task is: Predict the product of the given reaction. (1) Given the reactants Cl.[Cl:2][C:3]1[CH:11]=[C:10]2[C:6]([C:7]([C:16]([N:18]3[CH2:23][CH2:22][CH:21]([N:24]4[C:32]5[C:27](=[CH:28][CH:29]=[CH:30][CH:31]=5)CC4=O)[CH2:20][CH2:19]3)=[O:17])=[CH:8][N:9]2[CH2:12][CH2:13][NH:14][CH3:15])=[CH:5][CH:4]=1.Cl.N1CCC([N:41]2C3C=CC=CC=3N=[N:42]2)CC1.C(N(CC)C(C)C)(C)C, predict the reaction product. The product is: [ClH:2].[N:24]1([CH:21]2[CH2:22][CH2:23][N:18]([C:16]([C:7]3[C:6]4[C:5](=[CH:4][C:3]([Cl:2])=[CH:11][CH:10]=4)[N:9]([CH2:12][CH2:13][NH:14][CH3:15])[CH:8]=3)=[O:17])[CH2:19][CH2:20]2)[C:32]2[CH:31]=[CH:30][CH:29]=[CH:28][C:27]=2[N:42]=[N:41]1. (2) Given the reactants C[O:2][C:3]1[CH:8]=[CH:7][C:6]([CH2:9][CH2:10][CH2:11][C:12]([OH:14])=[O:13])=[CH:5][CH:4]=1.Cl.N1C=CC=CC=1.C(=O)C1C=CC(OC)=CC=1.Cl, predict the reaction product. The product is: [OH:2][C:3]1[CH:4]=[CH:5][C:6]([CH2:9][CH2:10][CH2:11][C:12]([OH:14])=[O:13])=[CH:7][CH:8]=1. (3) Given the reactants N[CH2:2][CH:3]1[CH2:6][N:5](C(OC(C)(C)C)=O)[CH2:4]1.C(O)(C(F)(F)F)=[O:15].CCN(C(C)C)C(C)C.[N+:30]([C:33]1[CH:38]=[CH:37][CH:36]=[CH:35][C:34]=1[S:39](Cl)(=[O:41])=[O:40])([O-:32])=[O:31], predict the reaction product. The product is: [N+:30]([C:33]1[CH:38]=[CH:37][CH:36]=[CH:35][C:34]=1[S:39]([N:5]1[CH2:4][CH:3]([CH2:2][OH:15])[CH2:6]1)(=[O:41])=[O:40])([O-:32])=[O:31]. (4) Given the reactants [NH2:1][C:2]1[S:6][C:5]2[CH2:7][CH2:8][CH2:9][CH2:10][C:4]=2[C:3]=1[C:11]([C:13]1[CH:18]=[CH:17][C:16]([CH3:19])=[CH:15][C:14]=1[O:20][CH3:21])=O.[C:22]([O:29][CH3:30])(=[O:28])[CH2:23][CH2:24][C:25]([CH3:27])=O.Cl[Si](C)(C)C, predict the reaction product. The product is: [CH3:30][O:29][C:22](=[O:28])[CH2:23][C:24]1[C:11]([C:13]2[CH:18]=[CH:17][C:16]([CH3:19])=[CH:15][C:14]=2[O:20][CH3:21])=[C:3]2[C:4]3[CH2:10][CH2:9][CH2:8][CH2:7][C:5]=3[S:6][C:2]2=[N:1][C:25]=1[CH3:27]. (5) Given the reactants [NH2:1][CH2:2][CH2:3][N:4]1[C:8](=[O:9])/[C:7](=[CH:10]/[C:11]2[CH:12]=[C:13]3[C:17](=[CH:18][CH:19]=2)[N:16]([CH2:20][C:21]2[CH:26]=[CH:25][C:24]([Cl:27])=[CH:23][C:22]=2[C:28]([F:31])([F:30])[F:29])[N:15]=[CH:14]3)/[S:6][C:5]1=[O:32].[Cl:33][CH2:34][S:35](Cl)(=[O:37])=[O:36], predict the reaction product. The product is: [Cl:33][CH2:34][S:35]([NH:1][CH2:2][CH2:3][N:4]1[C:8](=[O:9])/[C:7](=[CH:10]/[C:11]2[CH:12]=[C:13]3[C:17](=[CH:18][CH:19]=2)[N:16]([CH2:20][C:21]2[CH:26]=[CH:25][C:24]([Cl:27])=[CH:23][C:22]=2[C:28]([F:30])([F:29])[F:31])[N:15]=[CH:14]3)/[S:6][C:5]1=[O:32])(=[O:37])=[O:36]. (6) Given the reactants [CH:1]1([C:4]2[CH:11]=[CH:10][C:7]([CH:8]=[O:9])=[CH:6][N:5]=2)[CH2:3][CH2:2]1.[CH2:12](O)[CH2:13][CH:14]=[CH2:15].[S:17]([OH:21])([CH3:20])(=[O:19])=[O:18].C([O-])(O)=O.[Na+], predict the reaction product. The product is: [CH3:20][S:17]([O:21][CH:13]1[CH2:14][CH2:15][O:9][CH:8]([C:7]2[CH:6]=[N:5][C:4]([CH:1]3[CH2:2][CH2:3]3)=[CH:11][CH:10]=2)[CH2:12]1)(=[O:19])=[O:18].